From a dataset of Experimentally validated miRNA-target interactions with 360,000+ pairs, plus equal number of negative samples. Binary Classification. Given a miRNA mature sequence and a target amino acid sequence, predict their likelihood of interaction. (1) The miRNA is mmu-miR-290a-5p with sequence ACUCAAACUAUGGGGGCACUUU. The protein sequence of the target gene is MGTLGKAREAPRKPCHGSRAGPKARLEAKSTNSPLPAQPSLAQITQFRMMVSLGHLAKGASLDDLIDSCIQSFDADGNLCRNNQLLQVMLTMHRIIISSAELLQKVMNLYKDALEKNSPGVCLKICYFVRYWITEFWIMFKMDASLTSTMEEFQDLVKANGEETHCHLIDTTQINSRDWSRKLTQRIKSNTSKKRKVSLLFDHLEPEELSEHLTYLEFKSFRRISFSDYQNYLVNSCVKENPTMERSIALCNGISQWVQLMVLSRPTPQLRAEVFIKFIHVAQKLHQLQNFNTLMAVIGG.... Result: 1 (interaction). (2) The miRNA is mmu-miR-1941-3p with sequence CAUCUUAGCAGUAUCUCCCAU. The protein sequence of the target gene is MDLILNRMDYLQVGVTSQKTMKLIPASRHRATQKVVIGDHDGVVMCFGMKKGEAAAVFKTLPGPKIARLELGGVINTPQEKIFIAAASEIRGFTKRGKQFLSFETNLTESIKAMHISGSDLFLSASYIYNHYCDCKDQHYYLSGDKINDVICLPVERLSRITPVLACQDRVLRVLQGSDVMYAVEVPGPPTVLALHNGNGGDSGEDLLFGTSDGKLALIQITTSKPVRKWEIQNEKKRGGILCIDSFDIVGDGVKDLLVGRDDGMVEVYSFDNANEPVLRFDQMLSESVTSIQGGCVGKD.... Result: 0 (no interaction). (3) The miRNA is hsa-miR-127-5p with sequence CUGAAGCUCAGAGGGCUCUGAU. The protein sequence of the target gene is MGAVWSALLVGGGLAGALFVWLLRGGPGDTGKDGDAEQEKDAPLGGAAIPGGHQSGSSGLSPGPSGQELVTKPEHLQESNGHLISKTKDLGKLQAASWRLQNPSREVCDNSREHVPSGQFPDTEAPATSETSNSRSYSEVSRNESLESPMGEWGFQKGQEISAKAATCFAEKLPSSNLLKNRAKEEMSLSDLNSQDRVDHEEWEMVPRHSSWGDVGVGGSLKAPVLNLNQGMDNGRSTLVEARGQQVHGKMERVAVMPAGSQQVSVRFQVHYVTSTDVQFIAVTGDHECLGRWNTYIPLH.... Result: 1 (interaction). (4) The miRNA is hsa-miR-652-5p with sequence CAACCCUAGGAGAGGGUGCCAUUCA. The protein sequence of the target gene is MKSSQTFEEQTECIVNTLLMDFLSPTLQVASRNLCCVDEVDSGEPCSFDVAIIAGRLRMLGDQFNGELEASAKNVIAETIKGQTGAILQDTVESLSKTWCAQDSSLAYERAFLAVSVKLLEYMAHIAPEVVGQVAIPMTGMINGNQAIREFIQGQGGWENLES. Result: 1 (interaction). (5) The miRNA is hsa-miR-196a-3p with sequence CGGCAACAAGAAACUGCCUGAG. The protein sequence of the target gene is MPQLSLSSLGLWPMAASPWLLLLLVGASWLLARILAWTYTFYDNCCRLRCFPQPPKRNWFLGHLGLIHSSEEGLLYTQSLACTFGDMCCWWVGPWHAIVRIFHPTYIKPVLFAPAAIVPKDKVFYSFLKPWLGDGLLLSAGEKWSRHRRMLTPAFHFNILKPYMKIFNESVNIMHAKWQLLASEGSARLDMFEHISLMTLDSLQKCVFSFDSHCQEKPSEYIAAILELSALVTKRHQQILLYIDFLYYLTPDGQRFRRACRLVHDFTDAVIQERRRTLPSQGVDDFLQAKAKSKTLDFID.... Result: 1 (interaction). (6) The miRNA is hsa-miR-22-3p with sequence AAGCUGCCAGUUGAAGAACUGU. The protein sequence of the target gene is MAKVEQVLSLEPQHELKFRGPFTDVVTTNLKLGNPTDRNVCFKVKTTAPRRYCVRPNSGIIDAGASINVSVMLQPFDYDPNEKSKHKFMVQSMFAPTDTSDMEAVWKEAKPEDLMDSKLRCVFELPAENDKPHDVEINKIISTTASKTETPIVSKSLSSSLDDTEVKKVMEECKRLQGEVQRLREENKQFKEEDGLRMRKTVQSNSPISALAPTGKEEGLSTRLLALVVLFFIVGVIIGKIAL. Result: 1 (interaction).